The task is: Predict the reactants needed to synthesize the given product.. This data is from Full USPTO retrosynthesis dataset with 1.9M reactions from patents (1976-2016). (1) Given the product [F:1][C:2]1[CH:3]=[C:4]([CH:27]=[CH:28][C:29]=1[S:30]([CH3:33])(=[O:31])=[O:32])[O:5][CH2:6][CH2:7][C@@H:8]1[CH2:10][C@H:9]1[CH:11]1[CH2:12][CH2:13][NH:14][CH2:15][CH2:16]1, predict the reactants needed to synthesize it. The reactants are: [F:1][C:2]1[CH:3]=[C:4]([CH:27]=[CH:28][C:29]=1[S:30]([CH3:33])(=[O:32])=[O:31])[O:5][CH2:6][CH2:7][C@@H:8]1[CH2:10][C@H:9]1[CH:11]1[CH2:16][CH2:15][N:14](C(OCC2C=CC=CC=2)=O)[CH2:13][CH2:12]1.[H][H]. (2) Given the product [CH3:1][C:2]1[CH:7]=[CH:6][C:5]([S:8]([NH:11][C:12](=[O:13])[O:14][CH2:15][CH2:16][C:17]2[CH:22]=[CH:21][C:20]([N:31]3[C:30]4[CH:34]=[C:35]([CH3:36])[C:27]([CH3:26])=[CH:28][C:29]=4[N:33]=[CH:32]3)=[CH:19][CH:18]=2)(=[O:10])=[O:9])=[CH:4][CH:3]=1, predict the reactants needed to synthesize it. The reactants are: [CH3:1][C:2]1[CH:7]=[CH:6][C:5]([S:8]([NH:11][C:12]([O:14][CH2:15][CH2:16][C:17]2[CH:22]=[CH:21][C:20](B(O)O)=[CH:19][CH:18]=2)=[O:13])(=[O:10])=[O:9])=[CH:4][CH:3]=1.[CH3:26][C:27]1[C:35]([CH3:36])=[CH:34][C:30]2[N:31]=[CH:32][NH:33][C:29]=2[CH:28]=1.C(N(CC)CC)C. (3) Given the product [C:15]([C@H:12]1[CH2:13][CH2:14][C@H:9]([O:8][C:5]2[CH:6]=[CH:7][C:2]([C:25]3[CH:24]=[CH:23][CH:22]=[C:21]([CH:19]=[O:20])[CH:26]=3)=[CH:3][CH:4]=2)[CH2:10][CH2:11]1)([CH3:18])([CH3:17])[CH3:16], predict the reactants needed to synthesize it. The reactants are: Br[C:2]1[CH:7]=[CH:6][C:5]([O:8][C@H:9]2[CH2:14][CH2:13][C@H:12]([C:15]([CH3:18])([CH3:17])[CH3:16])[CH2:11][CH2:10]2)=[CH:4][CH:3]=1.[CH:19]([C:21]1[CH:22]=[C:23](B(O)O)[CH:24]=[CH:25][CH:26]=1)=[O:20].COCCOC.C([O-])(O)=O.[Na+]. (4) Given the product [Br:1][C:2]1[C:3]2[O:9][CH:10]=[CH:11][C:4]=2[CH:5]=[C:6]([F:8])[CH:7]=1, predict the reactants needed to synthesize it. The reactants are: [Br:1][C:2]1[CH:7]=[C:6]([F:8])[CH:5]=[CH:4][C:3]=1[O:9][CH2:10][CH:11](OCC)OCC.C(O)C.